Dataset: Peptide-MHC class II binding affinity with 134,281 pairs from IEDB. Task: Regression. Given a peptide amino acid sequence and an MHC pseudo amino acid sequence, predict their binding affinity value. This is MHC class II binding data. (1) The peptide sequence is VKIEYSGTNNKTMAV. The MHC is HLA-DQA10401-DQB10402 with pseudo-sequence HLA-DQA10401-DQB10402. The binding affinity (normalized) is 0.0880. (2) The peptide sequence is DPWTIYAIGGSSNPT. The MHC is HLA-DQA10301-DQB10302 with pseudo-sequence HLA-DQA10301-DQB10302. The binding affinity (normalized) is 0.388. (3) The peptide sequence is EKKYFAATQFMPLAA. The MHC is DRB1_0701 with pseudo-sequence DRB1_0701. The binding affinity (normalized) is 0.866. (4) The peptide sequence is EDNFFLFGAKADQVA. The MHC is DRB1_0405 with pseudo-sequence DRB1_0405. The binding affinity (normalized) is 0.649. (5) The peptide sequence is AMYMALIAAFSIRPGK. The MHC is DRB5_0101 with pseudo-sequence DRB5_0101. The binding affinity (normalized) is 0. (6) The peptide sequence is GQHTLPRCWLIRNGS. The MHC is DRB1_0802 with pseudo-sequence DRB1_0802. The binding affinity (normalized) is 0.433. (7) The peptide sequence is YDKFLANVSTVLTIK. The MHC is DRB1_0701 with pseudo-sequence DRB1_0701. The binding affinity (normalized) is 0.817. (8) The peptide sequence is DFNEFISFCNANPGL. The MHC is DRB1_1602 with pseudo-sequence DRB1_1602. The binding affinity (normalized) is 0.792.